The task is: Predict which catalyst facilitates the given reaction.. This data is from Catalyst prediction with 721,799 reactions and 888 catalyst types from USPTO. (1) Reactant: [NH2:1][C:2]1[C:7]2[C:8](Br)=[CH:9][S:10][C:6]=2[C:5]([C:12]2[CH:17]=[C:16]([O:18][CH3:19])[C:15]([O:20][CH3:21])=[C:14]([O:22][CH3:23])[CH:13]=2)=[CH:4][N:3]=1.[Cl:24][C:25]1[CH:30]=[CH:29][C:28](B(O)O)=[CH:27][CH:26]=1.C(=O)(O)[O-].[Na+]. Product: [NH2:1][C:2]1[C:7]2[C:8]([C:28]3[CH:29]=[CH:30][C:25]([Cl:24])=[CH:26][CH:27]=3)=[CH:9][S:10][C:6]=2[C:5]([C:12]2[CH:17]=[C:16]([O:18][CH3:19])[C:15]([O:20][CH3:21])=[C:14]([O:22][CH3:23])[CH:13]=2)=[CH:4][N:3]=1. The catalyst class is: 104. (2) Product: [C:8](/[C:10](=[CH:6]\[C:2]1[S:1][CH:5]=[CH:4][CH:3]=1)/[C:11]([O:13][CH2:14][CH3:15])=[O:12])#[N:9]. Reactant: [S:1]1[CH:5]=[CH:4][CH:3]=[C:2]1[CH:6]=O.[C:8]([CH2:10][C:11]([O:13][CH2:14][CH3:15])=[O:12])#[N:9]. The catalyst class is: 495. (3) Reactant: [F:1][C:2]1[C:3]([C:20]2[N:25]=[CH:24][CH:23]=[CH:22][N:21]=2)=[C:4]([CH:17]=[CH:18][CH:19]=1)[C:5]([N:7]1[C@H:12]([CH3:13])[C@@H:11]2[CH2:14][CH2:15][C@H:8]1[C:9](=[O:16])[CH2:10]2)=[O:6].CO.[BH4-].[Na+]. Product: [F:1][C:2]1[C:3]([C:20]2[N:21]=[CH:22][CH:23]=[CH:24][N:25]=2)=[C:4]([C:5]([N:7]2[C@H:12]([CH3:13])[C@@H:11]3[CH2:14][CH2:15][C@H:8]2[C@H:9]([OH:16])[CH2:10]3)=[O:6])[CH:17]=[CH:18][CH:19]=1. The catalyst class is: 2.